From a dataset of Full USPTO retrosynthesis dataset with 1.9M reactions from patents (1976-2016). Predict the reactants needed to synthesize the given product. (1) Given the product [OH:8][C:7]1[C:2]2[NH:1][C:10](=[O:11])[O:9][C:3]=2[CH:4]=[CH:5][CH:6]=1, predict the reactants needed to synthesize it. The reactants are: [NH2:1][C:2]1[C:7]([OH:8])=[CH:6][CH:5]=[CH:4][C:3]=1[OH:9].[C:10](N1C=CN=C1)(N1C=CN=C1)=[O:11]. (2) The reactants are: [CH2:1]([N:4]1[CH2:9][CH2:8][O:7][CH2:6][CH2:5]1)[C:2]#[CH:3].[CH3:10][O:11][C:12](=[O:34])[CH2:13][O:14][C:15]1[CH:20]=[CH:19][C:18]([O:21][CH2:22][C:23]#[C:24][C:25]2[CH:30]=[C:29]([Br:31])[CH:28]=[C:27](Br)[CH:26]=2)=[CH:17][C:16]=1[CH3:33]. Given the product [CH3:10][O:11][C:12](=[O:34])[CH2:13][O:14][C:15]1[CH:20]=[CH:19][C:18]([O:21][CH2:22][C:23]#[C:24][C:25]2[CH:26]=[C:27]([C:3]#[C:2][CH2:1][N:4]3[CH2:9][CH2:8][O:7][CH2:6][CH2:5]3)[CH:28]=[C:29]([Br:31])[CH:30]=2)=[CH:17][C:16]=1[CH3:33], predict the reactants needed to synthesize it. (3) Given the product [Br:35][CH2:29][CH2:28][CH2:24][CH2:25][CH2:26][CH2:27][CH2:22][C:21]([NH:20][CH2:19][C:10]1[C:11]([NH:12][CH:13]2[CH2:18][CH2:17][O:16][CH2:15][CH2:14]2)=[C:6]2[CH:5]=[N:4][N:3]([CH2:1][CH3:2])[C:7]2=[N:8][C:9]=1[CH2:33][CH3:34])=[O:32], predict the reactants needed to synthesize it. The reactants are: [CH2:1]([N:3]1[C:7]2=[N:8][C:9]([CH2:33][CH3:34])=[C:10]([CH2:19][NH:20][C:21](=[O:32])[C:22]3[CH:27]=[CH:26][CH:25]=[C:24]([CH2:28][C:29](=O)C)C=3)[C:11]([NH:12][CH:13]3[CH2:18][CH2:17][O:16][CH2:15][CH2:14]3)=[C:6]2[CH:5]=[N:4]1)[CH3:2].[Br:35]CCCCCCCC(O)=O. (4) Given the product [C:1]1([C:27]2[CH:32]=[CH:31][CH:30]=[CH:29][CH:28]=2)[CH:6]=[CH:5][C:4]([C@:7]2([S:36][CH:34]([CH3:35])[CH3:33])[CH2:11][N:10]([C:12]([O:14][CH2:15][C:16]3[CH:21]=[CH:20][CH:19]=[CH:18][CH:17]=3)=[O:13])[C@H:9]([C:22]([O:24][CH3:25])=[O:23])[CH2:8]2)=[CH:3][CH:2]=1, predict the reactants needed to synthesize it. The reactants are: [C:1]1([C:27]2[CH:32]=[CH:31][CH:30]=[CH:29][CH:28]=2)[CH:6]=[CH:5][C:4]([C@@:7]2(O)[CH2:11][N:10]([C:12]([O:14][CH2:15][C:16]3[CH:21]=[CH:20][CH:19]=[CH:18][CH:17]=3)=[O:13])[C@H:9]([C:22]([O:24][CH3:25])=[O:23])[CH2:8]2)=[CH:3][CH:2]=1.[CH3:33][CH:34]([SH:36])[CH3:35]. (5) Given the product [F:19][C:20]1([F:27])[CH2:25][CH2:24][C:23](=[CH:11][C:12]([O:14][C:15]([CH3:16])([CH3:17])[CH3:18])=[O:13])[CH2:22][CH2:21]1, predict the reactants needed to synthesize it. The reactants are: [H-].[Na+].C(OP([CH2:11][C:12]([O:14][C:15]([CH3:18])([CH3:17])[CH3:16])=[O:13])(OCC)=O)C.[F:19][C:20]1([F:27])[CH2:25][CH2:24][C:23](=O)[CH2:22][CH2:21]1. (6) Given the product [CH2:13]([C:15]1[CH:16]=[CH:17][CH:18]=[C:19]2[C:20]([O:21][C:22](=[O:24])[C:23]=12)=[O:25])[CH3:14], predict the reactants needed to synthesize it. The reactants are: S(=O)(=O)(O)O.S1(CCCC1)(=O)=O.[CH2:13]([C:15]12O[CH:18]([CH:19]3[CH:23]1[C:22](=[O:24])[O:21][C:20]3=[O:25])[CH:17]=[CH:16]2)[CH3:14]. (7) Given the product [CH2:1]([O:8][C:9]1[C:10]([CH2:17][C:19]#[N:20])=[N:11][C:12]([O:15][CH3:16])=[CH:13][CH:14]=1)[C:2]1[CH:7]=[CH:6][CH:5]=[CH:4][CH:3]=1, predict the reactants needed to synthesize it. The reactants are: [CH2:1]([O:8][C:9]1[C:10]([CH2:17]Cl)=[N:11][C:12]([O:15][CH3:16])=[CH:13][CH:14]=1)[C:2]1[CH:7]=[CH:6][CH:5]=[CH:4][CH:3]=1.[C-:19]#[N:20].[Na+].